Dataset: NCI-60 drug combinations with 297,098 pairs across 59 cell lines. Task: Regression. Given two drug SMILES strings and cell line genomic features, predict the synergy score measuring deviation from expected non-interaction effect. (1) Drug 1: CC(C1=C(C=CC(=C1Cl)F)Cl)OC2=C(N=CC(=C2)C3=CN(N=C3)C4CCNCC4)N. Drug 2: CC1=C2C(C(=O)C3(C(CC4C(C3C(C(C2(C)C)(CC1OC(=O)C(C(C5=CC=CC=C5)NC(=O)C6=CC=CC=C6)O)O)OC(=O)C7=CC=CC=C7)(CO4)OC(=O)C)O)C)OC(=O)C. Cell line: HOP-92. Synergy scores: CSS=26.9, Synergy_ZIP=-7.20, Synergy_Bliss=-0.572, Synergy_Loewe=-17.6, Synergy_HSA=0.992. (2) Drug 1: CC1CCC2CC(C(=CC=CC=CC(CC(C(=O)C(C(C(=CC(C(=O)CC(OC(=O)C3CCCCN3C(=O)C(=O)C1(O2)O)C(C)CC4CCC(C(C4)OC)OCCO)C)C)O)OC)C)C)C)OC. Drug 2: CC1C(C(CC(O1)OC2CC(CC3=C2C(=C4C(=C3O)C(=O)C5=C(C4=O)C(=CC=C5)OC)O)(C(=O)CO)O)N)O.Cl. Cell line: NCI-H226. Synergy scores: CSS=32.3, Synergy_ZIP=-0.754, Synergy_Bliss=-0.556, Synergy_Loewe=2.65, Synergy_HSA=3.15. (3) Drug 1: C1=CC(=CC=C1CCC2=CNC3=C2C(=O)NC(=N3)N)C(=O)NC(CCC(=O)O)C(=O)O. Drug 2: CC1=CC=C(C=C1)C2=CC(=NN2C3=CC=C(C=C3)S(=O)(=O)N)C(F)(F)F. Cell line: RXF 393. Synergy scores: CSS=11.6, Synergy_ZIP=-4.64, Synergy_Bliss=-2.57, Synergy_Loewe=-9.75, Synergy_HSA=-1.55. (4) Drug 1: CC1=CC=C(C=C1)C2=CC(=NN2C3=CC=C(C=C3)S(=O)(=O)N)C(F)(F)F. Drug 2: CC1=C(C(CCC1)(C)C)C=CC(=CC=CC(=CC(=O)O)C)C. Cell line: LOX IMVI. Synergy scores: CSS=0.404, Synergy_ZIP=-5.76, Synergy_Bliss=-15.7, Synergy_Loewe=-5.28, Synergy_HSA=-11.1. (5) Drug 1: C1=NC2=C(N=C(N=C2N1C3C(C(C(O3)CO)O)F)Cl)N. Drug 2: C1CNP(=O)(OC1)N(CCCl)CCCl. Cell line: DU-145. Synergy scores: CSS=-2.77, Synergy_ZIP=3.17, Synergy_Bliss=3.51, Synergy_Loewe=-2.17, Synergy_HSA=-3.03.